The task is: Predict the reaction yield, written as a fraction of the theoretical maximum amount of product (1.0 means a 100% yield; for example, 0.34 means a 34% yield).. This data is from Reaction yield outcomes from USPTO patents with 853,638 reactions. (1) No catalyst specified. The yield is 0.520. The reactants are Cl.Cl[C:3]1[N:12]=[C:11]([N:13]([C:15]2[CH:20]=[CH:19][C:18]([O:21][CH3:22])=[CH:17][CH:16]=2)[CH3:14])[C:10]2[C:5](=[CH:6][CH:7]=[CH:8][CH:9]=2)[N:4]=1.CC(C)([O-])C.[K+].C1OCCOCCOCCOCCOCCOC1.[CH3:47][N:48]([CH3:52])[CH2:49][CH2:50][OH:51]. The product is [CH3:47][N:48]([CH3:52])[CH2:49][CH2:50][O:51][C:3]1[N:12]=[C:11]([N:13]([C:15]2[CH:20]=[CH:19][C:18]([O:21][CH3:22])=[CH:17][CH:16]=2)[CH3:14])[C:10]2[C:5](=[CH:6][CH:7]=[CH:8][CH:9]=2)[N:4]=1. (2) The reactants are [Cl:1][C:2]1[CH:7]=[CH:6][C:5]([C:8]2[N:12]([C:13]3[CH:18]=[CH:17][C:16]([Cl:19])=[CH:15][C:14]=3[Cl:20])[N:11]=[C:10]([C:21]#[N:22])[C:9]=2[CH3:23])=[CH:4][CH:3]=1.[N-:24]=[N+:25]=[N-:26].[Na+].[Cl-].[NH4+]. The catalyst is CN(C)C=O. The product is [Cl:1][C:2]1[CH:3]=[CH:4][C:5]([C:8]2[N:12]([C:13]3[CH:18]=[CH:17][C:16]([Cl:19])=[CH:15][C:14]=3[Cl:20])[N:11]=[C:10]([C:21]3[NH:26][N:25]=[N:24][N:22]=3)[C:9]=2[CH3:23])=[CH:6][CH:7]=1. The yield is 0.980. (3) The reactants are [NH2:1][C:2]1[CH:3]=[C:4]([CH2:12][CH2:13][N:14]2[C:22](=[O:23])[C:21]3[C:16](=[CH:17][CH:18]=[CH:19][CH:20]=3)[C:15]2=[O:24])[CH:5]=[C:6]([C:8]([F:11])([F:10])[F:9])[CH:7]=1.[C:25](O[C:25]([O:27][C:28]([CH3:31])([CH3:30])[CH3:29])=[O:26])([O:27][C:28]([CH3:31])([CH3:30])[CH3:29])=[O:26]. The catalyst is ClCCl.CN(C)C1C=CN=CC=1. The product is [O:24]=[C:15]1[C:16]2[C:21](=[CH:20][CH:19]=[CH:18][CH:17]=2)[C:22](=[O:23])[N:14]1[CH2:13][CH2:12][C:4]1[CH:3]=[C:2]([NH:1][C:25](=[O:26])[O:27][C:28]([CH3:31])([CH3:30])[CH3:29])[CH:7]=[C:6]([C:8]([F:9])([F:10])[F:11])[CH:5]=1. The yield is 0.400.